From a dataset of Forward reaction prediction with 1.9M reactions from USPTO patents (1976-2016). Predict the product of the given reaction. (1) Given the reactants [Cl:1][C:2]1[C:3]([O:17][CH2:18][CH:19]2[CH2:22][C:21]([F:24])([F:23])[CH2:20]2)=[N:4][CH:5]=[C:6](B2OC(C)(C)C(C)(C)O2)[CH:7]=1.OO.S([O-])([O-:29])=S, predict the reaction product. The product is: [Cl:1][C:2]1[CH:7]=[C:6]([OH:29])[CH:5]=[N:4][C:3]=1[O:17][CH2:18][CH:19]1[CH2:22][C:21]([F:24])([F:23])[CH2:20]1. (2) Given the reactants [NH2:1][C:2]1[C:7]([C:8]2[N:17]([C:18]3[CH:33]=[CH:32][C:21]([CH2:22][NH:23][C:24](=[O:31])[C:25]4[CH:30]=[CH:29][CH:28]=[CH:27][CH:26]=4)=[CH:20][CH:19]=3)[C:11]3=[N:12][CH:13]=[C:14](Br)[CH:15]=[C:10]3[N:9]=2)=[CH:6][CH:5]=[CH:4][N:3]=1.[OH:34][CH2:35][C:36]1[CH:41]=[CH:40][C:39](B(O)O)=[CH:38][CH:37]=1, predict the reaction product. The product is: [NH2:1][C:2]1[C:7]([C:8]2[N:17]([C:18]3[CH:33]=[CH:32][C:21]([CH2:22][NH:23][C:24](=[O:31])[C:25]4[CH:30]=[CH:29][CH:28]=[CH:27][CH:26]=4)=[CH:20][CH:19]=3)[C:11]3=[N:12][CH:13]=[C:14]([C:39]4[CH:40]=[CH:41][C:36]([CH2:35][OH:34])=[CH:37][CH:38]=4)[CH:15]=[C:10]3[N:9]=2)=[CH:6][CH:5]=[CH:4][N:3]=1. (3) Given the reactants [CH2:1]([O:3][C:4]([C:6]1([C:9]2[CH:14]=[CH:13][C:12]([C:15]3[CH:20]=[CH:19][C:18]([C:21]4[S:22][C:23]([Cl:29])=[CH:24][C:25]=4C(=O)N)=[CH:17][CH:16]=3)=[CH:11][CH:10]=2)[CH2:8][CH2:7]1)=[O:5])[CH3:2].[Cl:30][C:31]1[CH:36]=[CH:35][CH:34]=[CH:33][C:32]=1[C@H:37]([OH:39])[CH3:38].[N:40]1[CH:45]=CC=CC=1.FC(F)(F)C(OI(C1C=CC=CC=1)OC(=O)C(F)(F)F)=[O:49], predict the reaction product. The product is: [CH2:1]([O:3][C:4]([C:6]1([C:9]2[CH:10]=[CH:11][C:12]([C:15]3[CH:16]=[CH:17][C:18]([C:21]4[S:22][C:23]([Cl:29])=[CH:24][C:25]=4[NH:40][C:45]([O:39][C@@H:37]([C:32]4[CH:33]=[CH:34][CH:35]=[CH:36][C:31]=4[Cl:30])[CH3:38])=[O:49])=[CH:19][CH:20]=3)=[CH:13][CH:14]=2)[CH2:8][CH2:7]1)=[O:5])[CH3:2]. (4) Given the reactants [C:1]([C:3]1[CH:8]=[CH:7][N:6]=[C:5]([C:9]([NH:11][C:12]2[CH:13]=[C:14]3[C:18](=[CH:19][CH:20]=2)[N:17]([CH2:21][CH3:22])[CH:16]=[C:15]3[CH:23]2[CH2:28][CH2:27][NH:26][CH2:25][CH2:24]2)=[O:10])[CH:4]=1)#[N:2].C(N(CC)CC)C.[CH:36]1([C:41](Cl)=[O:42])[CH2:40][CH2:39][CH2:38][CH2:37]1.Cl, predict the reaction product. The product is: [C:1]([C:3]1[CH:8]=[CH:7][N:6]=[C:5]([C:9]([NH:11][C:12]2[CH:13]=[C:14]3[C:18](=[CH:19][CH:20]=2)[N:17]([CH2:21][CH3:22])[CH:16]=[C:15]3[CH:23]2[CH2:24][CH2:25][N:26]([C:41]([CH:36]3[CH2:40][CH2:39][CH2:38][CH2:37]3)=[O:42])[CH2:27][CH2:28]2)=[O:10])[CH:4]=1)#[N:2]. (5) Given the reactants [CH3:1][C@@:2]1([OH:38])[C@@H:30]([CH2:31][O:32][C:33](=[O:35])[CH3:34])[O:29][C@@H:5]([O:6][C:7]2[CH:12]=[C:11]([CH2:13][O:14]C3CCCO3)[CH:10]=[CH:9][C:8]=2[CH2:20][C:21]2[CH:26]=[CH:25][C:24]([CH2:27][CH3:28])=[CH:23][CH:22]=2)[C@H:4]([OH:36])[C@H:3]1[OH:37].OCC(OC[C@H]1O[C@@H](OC2C=C(CO)C=CC=2CC2C=CC(CC)=CC=2)[C@H](O)[C@@H](O)C1)=O, predict the reaction product. The product is: [CH3:1][C@@:2]1([OH:38])[C@@H:30]([CH2:31][O:32][C:33](=[O:35])[CH3:34])[O:29][C@@H:5]([O:6][C:7]2[CH:12]=[C:11]([CH2:13][OH:14])[CH:10]=[CH:9][C:8]=2[CH2:20][C:21]2[CH:22]=[CH:23][C:24]([CH2:27][CH3:28])=[CH:25][CH:26]=2)[C@H:4]([OH:36])[C@H:3]1[OH:37].